Dataset: HIV replication inhibition screening data with 41,000+ compounds from the AIDS Antiviral Screen. Task: Binary Classification. Given a drug SMILES string, predict its activity (active/inactive) in a high-throughput screening assay against a specified biological target. (1) The compound is O=[N+]([O-])c1ccc2nsnc2c1. The result is 0 (inactive). (2) The drug is Br.C(=NNC1=NCCCN1)c1ccc(-c2cn3cc(C=NNC4=NCCCN4)ccc3n2)cc1. The result is 0 (inactive). (3) The compound is CC(O)C1OC(O)C2OC(C)(C)OC12. The result is 0 (inactive). (4) The compound is Cc1cc2c(cc1-c1cc3c(cc1C)C(C(C)C)=C(O)C(=O)C3=CNc1ccccn1)C(=CNc1ccccn1)C(=O)C(O)=C2C(C)C. The result is 0 (inactive). (5) The compound is ON=C1C(=Cc2ccc3c(c2)OCCO3)CCCC1C(NO)c1ccc2c(c1)OCCO2. The result is 0 (inactive).